Dataset: Full USPTO retrosynthesis dataset with 1.9M reactions from patents (1976-2016). Task: Predict the reactants needed to synthesize the given product. (1) The reactants are: [CH2:1]1[O:24][C:23]2[CH:22]=[CH:21][C:5]([CH2:6][CH2:7][C:8]3[S:9][CH:10]=[CH:11][C:12]=3[S:13](N3C=CC=C3)(=[O:15])=[O:14])=[CH:4][C:3]=2[O:2]1.S(Cl)([Cl:28])(=O)=O. Given the product [Cl:28][S:13]([C:12]1[CH:11]=[CH:10][S:9][C:8]=1[CH2:7][CH2:6][C:5]1[CH:21]=[CH:22][C:23]2[O:24][CH2:1][O:2][C:3]=2[CH:4]=1)(=[O:15])=[O:14], predict the reactants needed to synthesize it. (2) Given the product [C:6]([C:5](=[CH:21][C:15]1[CH:20]=[CH:19][CH:18]=[CH:17][C:16]=1[CH3:10])[C:4]([O:3][CH2:1][CH3:2])=[O:8])#[N:7], predict the reactants needed to synthesize it. The reactants are: [CH2:1]([O:3][C:4](=[O:8])[CH2:5][C:6]#[N:7])[CH3:2].N1CCCC[CH2:10]1.[C:15]1([CH3:21])[CH:20]=[CH:19][CH:18]=[CH:17][CH:16]=1.